Dataset: Reaction yield outcomes from USPTO patents with 853,638 reactions. Task: Predict the reaction yield, written as a fraction of the theoretical maximum amount of product (1.0 means a 100% yield; for example, 0.34 means a 34% yield). (1) The reactants are C[O:2][C:3](=[O:20])[CH:4]([O:13][CH:14]1[CH2:19][CH2:18][CH2:17][CH2:16][CH2:15]1)[C:5]1[CH:10]=[CH:9][C:8]([Cl:11])=[C:7]([Cl:12])[CH:6]=1.[OH-].[K+]. The catalyst is C(O)C.O. The product is [CH:14]1([O:13][CH:4]([C:5]2[CH:10]=[CH:9][C:8]([Cl:11])=[C:7]([Cl:12])[CH:6]=2)[C:3]([OH:20])=[O:2])[CH2:19][CH2:18][CH2:17][CH2:16][CH2:15]1. The yield is 0.970. (2) The reactants are C([Li])CCC.Br[C:7]1[C:8]([CH3:17])=[N:9][C:10]([O:15][CH3:16])=[C:11]([CH2:13][CH3:14])[CH:12]=1.[C:18]([C:20]1[CH:21]=[C:22]([CH:25]=[CH:26][CH:27]=1)[CH:23]=[O:24])#[N:19]. The catalyst is O1CCCC1. The product is [CH2:13]([C:11]1[CH:12]=[C:7]([CH:23]([OH:24])[C:22]2[CH:21]=[C:20]([CH:27]=[CH:26][CH:25]=2)[C:18]#[N:19])[C:8]([CH3:17])=[N:9][C:10]=1[O:15][CH3:16])[CH3:14]. The yield is 0.560. (3) The reactants are [Cl:1][C:2]1[CH:3]=[CH:4][N:5]=[C:6]2[C:11]=1[N:10]=[CH:9][C:8]([O:12]C)=[CH:7]2.B(Br)(Br)Br.ClC(Cl)C. The catalyst is ClCCl. The product is [Cl:1][C:2]1[CH:3]=[CH:4][N:5]=[C:6]2[C:11]=1[N:10]=[CH:9][C:8]([OH:12])=[CH:7]2. The yield is 0.560. (4) The yield is 0.850. The product is [F:26][C:14]1[CH:15]=[C:16]([N:19]2[CH:24]=[CH:23][CH:22]=[CH:21][C:20]2=[O:25])[CH:17]=[CH:18][C:13]=1[CH2:9][C:8]([C:6]1[N:5]([C:28]2[CH:29]=[CH:30][C:31]([O:34][CH3:35])=[CH:32][CH:33]=2)[N:4]=[C:3]([C:1]#[N:2])[CH:7]=1)=[O:27]. The reactants are [C:1]([C:3]1[CH:7]=[C:6]([C:8](=[O:27])[CH:9]([C:13]2[CH:18]=[CH:17][C:16]([N:19]3[CH:24]=[CH:23][CH:22]=[CH:21][C:20]3=[O:25])=[CH:15][C:14]=2[F:26])C([O-])=O)[N:5]([C:28]2[CH:33]=[CH:32][C:31]([O:34][CH3:35])=[CH:30][CH:29]=2)[N:4]=1)#[N:2].CO.S(O)(O)(=O)=O.C(=O)([O-])O. The catalyst is C(OCC)(=O)C. (5) The reactants are I[C:2]1[C:10]2[C:5](=[N:6][CH:7]=[CH:8][CH:9]=2)[N:4]([Si:11]([CH:18]([CH3:20])[CH3:19])([CH:15]([CH3:17])[CH3:16])[CH:12]([CH3:14])[CH3:13])[CH:3]=1.C([Mg]Cl)(C)C.[C:26]([O:30][C:31](=[O:48])[N:32]([C:40]1[S:41][C:42]([CH:46]=[O:47])=[C:43]([Cl:45])[N:44]=1)[CH2:33][C:34]1[CH:39]=[CH:38][N:37]=[CH:36][CH:35]=1)([CH3:29])([CH3:28])[CH3:27]. The catalyst is O1CCCC1. The product is [C:26]([O:30][C:31](=[O:48])[N:32]([C:40]1[S:41][C:42]([CH:46]([OH:47])[C:2]2[C:10]3[C:5](=[N:6][CH:7]=[CH:8][CH:9]=3)[N:4]([Si:11]([CH:18]([CH3:20])[CH3:19])([CH:15]([CH3:17])[CH3:16])[CH:12]([CH3:14])[CH3:13])[CH:3]=2)=[C:43]([Cl:45])[N:44]=1)[CH2:33][C:34]1[CH:35]=[CH:36][N:37]=[CH:38][CH:39]=1)([CH3:29])([CH3:27])[CH3:28]. The yield is 0.860. (6) The reactants are [CH3:1][N:2]([CH2:4][C:5]1[CH:10]=[CH:9][C:8]([C:11]2[CH:16]=[CH:15][CH:14]=[C:13]([N:17]3[C:22]4[N:23]=[CH:24][C:25]([F:27])=[CH:26][C:21]=4[C:20](=[O:28])[N:19]([C@@H:29]4[CH2:34][CH2:33][C@H:32]([NH:35]C(=O)OC(C)(C)C)[CH2:31][CH2:30]4)[C:18]3=[O:43])[CH:12]=2)=[CH:7][CH:6]=1)[CH3:3].Cl. The catalyst is O1CCOCC1. The product is [NH2:35][C@@H:32]1[CH2:33][CH2:34][C@H:29]([N:19]2[C:20](=[O:28])[C:21]3[CH:26]=[C:25]([F:27])[CH:24]=[N:23][C:22]=3[N:17]([C:13]3[CH:12]=[C:11]([C:8]4[CH:7]=[CH:6][C:5]([CH2:4][N:2]([CH3:1])[CH3:3])=[CH:10][CH:9]=4)[CH:16]=[CH:15][CH:14]=3)[C:18]2=[O:43])[CH2:30][CH2:31]1. The yield is 0.740.